This data is from Reaction yield outcomes from USPTO patents with 853,638 reactions. The task is: Predict the reaction yield, written as a fraction of the theoretical maximum amount of product (1.0 means a 100% yield; for example, 0.34 means a 34% yield). The reactants are [N:1]1[CH:6]=[CH:5][CH:4]=[C:3]([C:7]2[N:12]=[CH:11][C:10]([C:13]([OH:15])=O)=[CH:9][N:8]=2)[CH:2]=1.CN(C(ON1N=NC2C=CC(=CC1=2)Cl)=[N+](C)C)C.F[P-](F)(F)(F)(F)F.CCN(C(C)C)C(C)C.[F:50][C:51]1[CH:52]=[C:53]2[C:57](=[CH:58][CH:59]=1)[N:56]([NH2:60])[CH:55]=[C:54]2[CH3:61]. The catalyst is CN(C=O)C.O.CCOC(C)=O. The product is [F:50][C:51]1[CH:52]=[C:53]2[C:57](=[CH:58][CH:59]=1)[N:56]([NH:60][C:13]([C:10]1[CH:11]=[N:12][C:7]([C:3]3[CH:2]=[N:1][CH:6]=[CH:5][CH:4]=3)=[N:8][CH:9]=1)=[O:15])[CH:55]=[C:54]2[CH3:61]. The yield is 0.420.